From a dataset of Full USPTO retrosynthesis dataset with 1.9M reactions from patents (1976-2016). Predict the reactants needed to synthesize the given product. (1) Given the product [C:29]([N:37]1[CH2:42][CH2:41][N:40]([CH2:20][CH2:19][C:12]2[N:13]([CH3:18])[C:14](=[O:17])[C:15]([OH:16])=[C:10]([C:8]([NH:7][CH2:6][C:5]3[CH:22]=[CH:23][C:2]([F:1])=[CH:3][CH:4]=3)=[O:9])[N:11]=2)[CH2:39][CH2:38]1)(=[O:36])[C:30]1[CH:35]=[CH:34][CH:33]=[CH:32][CH:31]=1, predict the reactants needed to synthesize it. The reactants are: [F:1][C:2]1[CH:23]=[CH:22][C:5]([CH2:6][NH:7][C:8]([C:10]2[N:11]=[C:12]([CH2:19][CH:20]=O)[N:13]([CH3:18])[C:14](=[O:17])[C:15]=2[OH:16])=[O:9])=[CH:4][CH:3]=1.C([O-])(=O)C.[Na+].[C:29]([N:37]1[CH2:42][CH2:41][NH:40][CH2:39][CH2:38]1)(=[O:36])[C:30]1[CH:35]=[CH:34][CH:33]=[CH:32][CH:31]=1.C([BH3-])#N.[Na+]. (2) The reactants are: Cl.[CH2:2]([NH:9][OH:10])[C:3]1[CH:8]=[CH:7][CH:6]=[CH:5][CH:4]=1.[CH2:11]([N:13]([CH2:25][CH3:26])[S:14]([C:17]1[CH:24]=[CH:23][C:20]([CH:21]=O)=[CH:19][CH:18]=1)(=[O:16])=[O:15])[CH3:12]. Given the product [CH2:2]([N+:9]([O-:10])=[CH:21][C:20]1[CH:19]=[CH:18][C:17]([S:14](=[O:16])(=[O:15])[N:13]([CH2:25][CH3:26])[CH2:11][CH3:12])=[CH:24][CH:23]=1)[C:3]1[CH:8]=[CH:7][CH:6]=[CH:5][CH:4]=1, predict the reactants needed to synthesize it. (3) Given the product [Br:8][C:9]1[CH:10]=[C:11]2[C:16](=[CH:17][CH:18]=1)[C:15](=[O:19])[N:14]([CH2:22][CH:21]([F:24])[F:20])[CH:13]=[CH:12]2, predict the reactants needed to synthesize it. The reactants are: [H-].[Na+].CN(C)C=O.[Br:8][C:9]1[CH:10]=[C:11]2[C:16](=[CH:17][CH:18]=1)[C:15](=[O:19])[NH:14][CH:13]=[CH:12]2.[F:20][CH:21]([F:24])[CH2:22]I. (4) Given the product [F:44][CH:42]1[CH2:43][CH2:36][N:31]([CH2:32][CH:11]2[CH2:10][CH:9]([OH:8])[C:18]3[C:13](=[CH:14][CH:15]=[CH:16][CH:17]=3)[O:12]2)[CH2:40][CH2:41]1, predict the reactants needed to synthesize it. The reactants are: [Si]([O:8][C@@H:9]1[C:18]2[C:13](=[CH:14][C:15](CN3CCC(F)CC3)=[CH:16][CH:17]=2)[O:12][CH2:11][CH2:10]1)(C(C)(C)C)(C)C.CCCC[N+:31]([CH2:40][CH2:41][CH2:42][CH3:43])([CH2:36]CCC)[CH2:32]CCC.[F-:44].